From a dataset of Full USPTO retrosynthesis dataset with 1.9M reactions from patents (1976-2016). Predict the reactants needed to synthesize the given product. Given the product [Cl:1][C:2]1[CH:11]=[C:10]2[C:5]([C:6]([N:12]3[CH2:17][CH2:16][N:15]([C:18]([NH:20][CH:21]4[CH2:27][CH2:26][CH2:25][CH2:24][CH:23]([O:28][C:32]5[C:37]([CH3:38])=[CH:36][CH:35]=[CH:34][N:33]=5)[CH2:22]4)=[O:19])[CH2:14][CH2:13]3)=[CH:7][CH:8]=[N:9]2)=[CH:4][CH:3]=1, predict the reactants needed to synthesize it. The reactants are: [Cl:1][C:2]1[CH:11]=[C:10]2[C:5]([C:6]([N:12]3[CH2:17][CH2:16][N:15]([C:18]([NH:20][CH:21]4[CH2:27][CH2:26][CH2:25][CH2:24][CH:23]([OH:28])[CH2:22]4)=[O:19])[CH2:14][CH2:13]3)=[CH:7][CH:8]=[N:9]2)=[CH:4][CH:3]=1.[H-].[Na+].Br[C:32]1[C:37]([CH3:38])=[CH:36][CH:35]=[CH:34][N:33]=1.